Task: Predict the reactants needed to synthesize the given product.. Dataset: Full USPTO retrosynthesis dataset with 1.9M reactions from patents (1976-2016) The reactants are: [Cl:1][C:2]1[CH:3]=[C:4]2[C:9](=[CH:10][C:11]=1[CH:12](O)[C:13]1[S:14][CH:15]=[CH:16][CH:17]=1)[O:8][CH:7]([C:19]([F:22])([F:21])[F:20])[C:6]([C:23]([O:25][CH2:26][CH3:27])=[O:24])=[CH:5]2.C([SiH](CC)CC)C.C(O)(C(F)(F)F)=O.C([O-])(O)=O.[Na+]. Given the product [Cl:1][C:2]1[CH:3]=[C:4]2[C:9](=[CH:10][C:11]=1[CH2:12][C:13]1[S:14][CH:15]=[CH:16][CH:17]=1)[O:8][CH:7]([C:19]([F:22])([F:21])[F:20])[C:6]([C:23]([O:25][CH2:26][CH3:27])=[O:24])=[CH:5]2, predict the reactants needed to synthesize it.